Dataset: Reaction yield outcomes from USPTO patents with 853,638 reactions. Task: Predict the reaction yield, written as a fraction of the theoretical maximum amount of product (1.0 means a 100% yield; for example, 0.34 means a 34% yield). (1) The reactants are [NH2:1][C:2]1[CH:3]=[N:4][CH:5]=[CH:6][CH:7]=1.Cl.[N:9]([O-])=O.[Na+].C([O-])(=O)C.[Na+].[CH3:18][O:19][CH2:20][C:21](=[O:27])[CH2:22][C:23]([O:25][CH3:26])=[O:24]. The catalyst is O.CCO. The product is [CH3:18][O:19][CH2:20][C:21](=[O:27])[C:22](=[N:9][NH:1][C:2]1[CH:3]=[N:4][CH:5]=[CH:6][CH:7]=1)[C:23]([O:25][CH3:26])=[O:24]. The yield is 0.970. (2) The reactants are [C:1]([O:8][CH3:9])(=[O:7])[CH2:2][C:3]([O:5][CH3:6])=[O:4].[C:10]([C:13]1[O:14][C:15]([CH3:18])=[CH:16][CH:17]=1)(=O)[CH3:11].N1C=CC=CC=1.ClCCl. The catalyst is O1CCCC1.Cl[Ti](Cl)(Cl)Cl.O. The product is [CH3:6][O:5][C:3](=[O:4])[C:2](=[C:10]([C:13]1[O:14][C:15]([CH3:18])=[CH:16][CH:17]=1)[CH3:11])[C:1]([O:8][CH3:9])=[O:7]. The yield is 0.320. (3) The reactants are [C:1]([C:5]1[O:6][C:7]2[C:13]([S:14](Cl)(=[O:16])=[O:15])=[C:12]([Cl:18])[CH:11]=[CH:10][C:8]=2[N:9]=1)([CH3:4])([CH3:3])[CH3:2].C(N(CC)CC)C.C(OC([N:33]1[CH2:39][CH2:38][CH2:37][NH:36][CH2:35][CH2:34]1)=O)(C)(C)C. No catalyst specified. The product is [C:1]([C:5]1[O:6][C:7]2[C:13]([S:14]([N:33]3[CH2:39][CH2:38][CH2:37][NH:36][CH2:35][CH2:34]3)(=[O:16])=[O:15])=[C:12]([Cl:18])[CH:11]=[CH:10][C:8]=2[N:9]=1)([CH3:4])([CH3:3])[CH3:2]. The yield is 0.610. (4) The reactants are [CH3:1][C:2]1[CH:7]=[CH:6][C:5]([S:8]([N:11]2[C:15]([C:16]3[CH:21]=[CH:20][CH:19]=[CH:18][CH:17]=3)=[CH:14][C:13]([CH2:22][OH:23])=[CH:12]2)(=[O:10])=[O:9])=[CH:4][CH:3]=1.C[N+]1([O-])CCOCC1. The catalyst is C(#N)C.[Ru]([O-])(=O)(=O)=O.C([N+](CCC)(CCC)CCC)CC. The product is [CH3:1][C:2]1[CH:3]=[CH:4][C:5]([S:8]([N:11]2[C:15]([C:16]3[CH:21]=[CH:20][CH:19]=[CH:18][CH:17]=3)=[CH:14][C:13]([CH:22]=[O:23])=[CH:12]2)(=[O:10])=[O:9])=[CH:6][CH:7]=1. The yield is 0.820. (5) The reactants are [Si]([O:8][CH:9]([CH2:13][C@H:14]1[CH2:25][CH2:24][C:23]2[S:22][C:21]3[N:20]=[CH:19][N:18]=[C:17]([O:26][CH:27]4[CH2:32][CH2:31][CH:30]([N:33]5[CH2:38][CH2:37][O:36][CH2:35][CH2:34]5)[CH2:29][CH2:28]4)[C:16]=3[C:15]1=2)[C:10]([NH2:12])=[O:11])(C(C)(C)C)(C)C.Cl. The catalyst is CO. The product is [OH:8][CH:9]([CH2:13][C@H:14]1[CH2:25][CH2:24][C:23]2[S:22][C:21]3[N:20]=[CH:19][N:18]=[C:17]([O:26][CH:27]4[CH2:28][CH2:29][CH:30]([N:33]5[CH2:38][CH2:37][O:36][CH2:35][CH2:34]5)[CH2:31][CH2:32]4)[C:16]=3[C:15]1=2)[C:10]([NH2:12])=[O:11]. The yield is 0.790. (6) The reactants are [O:1]([C:8]1[CH:9]=[C:10]([CH:14]=[CH:15][CH:16]=1)[C:11]([OH:13])=O)[C:2]1[CH:7]=[CH:6][CH:5]=[CH:4][CH:3]=1.CCN=C=NCCCN(C)C.C1C=C2N=NN(O)C2=CC=1.O.[C:39]([NH2:48])([C:42]1[CH:47]=[CH:46][CH:45]=[CH:44][CH:43]=1)([CH3:41])[CH3:40]. The catalyst is CN(C=O)C.O. The product is [O:1]([C:8]1[CH:9]=[C:10]([CH:14]=[CH:15][CH:16]=1)[C:11]([NH:48][C:39]([CH3:41])([C:42]1[CH:47]=[CH:46][CH:45]=[CH:44][CH:43]=1)[CH3:40])=[O:13])[C:2]1[CH:3]=[CH:4][CH:5]=[CH:6][CH:7]=1. The yield is 0.970.